Task: Predict the product of the given reaction.. Dataset: Forward reaction prediction with 1.9M reactions from USPTO patents (1976-2016) (1) Given the reactants [F:1][C:2]1[CH:3]=[C:4]([O:17][CH2:18][CH2:19][O:20][CH3:21])[C:5]([O:12][CH2:13][CH2:14][O:15][CH3:16])=[C:6]([CH:11]=1)[C:7](OC)=[O:8].[H-].[Al+3].[Li+].[H-].[H-].[H-].O1CCCC1, predict the reaction product. The product is: [F:1][C:2]1[CH:3]=[C:4]([O:17][CH2:18][CH2:19][O:20][CH3:21])[C:5]([O:12][CH2:13][CH2:14][O:15][CH3:16])=[C:6]([CH2:7][OH:8])[CH:11]=1. (2) Given the reactants Cl.O1CCOCC1.C(OC([N:15]1[CH2:19][CH2:18][CH2:17][N:16]1[C:20]([C:22]1[CH:26]=[C:25]([C:27]2[CH:32]=[CH:31][CH:30]=[CH:29][N:28]=2)[N:24]([C:33]2[N:34]=[N:35][C:36]([O:39][CH3:40])=[CH:37][CH:38]=2)[N:23]=1)=[O:21])=O)(C)(C)C.C(OCC)C, predict the reaction product. The product is: [CH3:40][O:39][C:36]1[N:35]=[N:34][C:33]([N:24]2[C:25]([C:27]3[CH:32]=[CH:31][CH:30]=[CH:29][N:28]=3)=[CH:26][C:22]([C:20]([N:16]3[CH2:17][CH2:18][CH2:19][NH:15]3)=[O:21])=[N:23]2)=[CH:38][CH:37]=1. (3) Given the reactants [C:1]([O:5][C:6]([N:8]1[CH2:13][CH2:12][CH:11]([CH:14]2[O:23][C:17]3=[CH:18][N:19]=[C:20](Cl)[CH:21]=[C:16]3[CH2:15]2)[CH2:10][CH2:9]1)=[O:7])([CH3:4])([CH3:3])[CH3:2].CC1(C)C(C)(C)OB([C:32]2[O:36][C:35]([Si:37]([CH:44]([CH3:46])[CH3:45])([CH:41]([CH3:43])[CH3:42])[CH:38]([CH3:40])[CH3:39])=[N:34][CH:33]=2)O1, predict the reaction product. The product is: [C:1]([O:5][C:6]([N:8]1[CH2:13][CH2:12][CH:11]([CH:14]2[O:23][C:17]3=[CH:18][N:19]=[C:20]([C:32]4[O:36][C:35]([Si:37]([CH:41]([CH3:43])[CH3:42])([CH:44]([CH3:46])[CH3:45])[CH:38]([CH3:39])[CH3:40])=[N:34][CH:33]=4)[CH:21]=[C:16]3[CH2:15]2)[CH2:10][CH2:9]1)=[O:7])([CH3:4])([CH3:3])[CH3:2]. (4) Given the reactants [NH2:1][C:2]1[S:3][C:4]2[CH2:31][CH2:30][CH2:29][CH2:28][C:5]=2[C:6]=1[C:7]([N:9]1[CH2:14][CH2:13][CH:12]([N:15]2[CH2:27][CH2:26][CH2:25][C:17]3([C:21](=[O:22])[O:20][C:19]([CH3:24])([CH3:23])[CH2:18]3)[CH2:16]2)[CH2:11][CH2:10]1)=[O:8].[CH2:32]([N:34]=[C:35]=[O:36])[CH3:33].C(OC(C)C)(C)C, predict the reaction product. The product is: [CH3:23][C:19]1([CH3:24])[CH2:18][C:17]2([CH2:25][CH2:26][CH2:27][N:15]([CH:12]3[CH2:11][CH2:10][N:9]([C:7]([C:6]4[C:5]5[CH2:28][CH2:29][CH2:30][CH2:31][C:4]=5[S:3][C:2]=4[NH:1][C:35]([NH:34][CH2:32][CH3:33])=[O:36])=[O:8])[CH2:14][CH2:13]3)[CH2:16]2)[C:21](=[O:22])[O:20]1.